Dataset: Full USPTO retrosynthesis dataset with 1.9M reactions from patents (1976-2016). Task: Predict the reactants needed to synthesize the given product. Given the product [CH2:9](/[C:3](/[C:2](=[O:1])[CH3:8])=[C:4](/[CH2:17][CH3:19])\[C:5]([NH2:24])=[O:7])[CH3:10], predict the reactants needed to synthesize it. The reactants are: [O:1]=[C:2]([CH3:8])/[CH:3]=[CH:4]/[C:5]([OH:7])=O.[CH3:9][CH2:10]N(CC)CC.C(OC(Cl)=O)[CH:17]([CH3:19])C.[NH:24](CC)CC.Cl.